The task is: Predict the reaction yield, written as a fraction of the theoretical maximum amount of product (1.0 means a 100% yield; for example, 0.34 means a 34% yield).. This data is from Reaction yield outcomes from USPTO patents with 853,638 reactions. (1) The reactants are Cl.[NH2:2][OH:3].C([O-])(O)=O.[Na+].[CH:9]1[C:18]2[C:13](=[CH:14][CH:15]=[CH:16][CH:17]=2)[CH:12]=[CH:11][C:10]=1[NH:19][S:20]([C:23]1[CH:24]=[C:25]([CH:29]=[CH:30][C:31](Cl)=[O:32])[CH:26]=[CH:27][CH:28]=1)(=[O:22])=[O:21]. The catalyst is O1CCCC1. The product is [OH:3][NH:2][C:31](=[O:32])[CH:30]=[CH:29][C:25]1[CH:26]=[CH:27][CH:28]=[C:23]([S:20](=[O:22])(=[O:21])[NH:19][C:10]2[CH:11]=[CH:12][C:13]3[C:18](=[CH:17][CH:16]=[CH:15][CH:14]=3)[CH:9]=2)[CH:24]=1. The yield is 0.680. (2) The reactants are C(NC1C=CC(C2C=C3C(CN([C@@H](C(C)C)C(O)=O)C3=O)=CC=2)=CC=1)(=O)C1C=CC=CC=1.[CH3:33][CH:34]([CH3:70])[C@H:35]([N:40]1[CH2:48][C:47]2[C:42](=[CH:43][C:44]([C:49]3[CH:54]=[CH:53][C:52]([NH:55][C:56]([C:58]4[S:59][CH:60]=[C:61]([C:63]5[CH:68]=[CH:67][CH:66]=[CH:65][CH:64]=5)[N:62]=4)=[O:57])=[CH:51][CH:50]=3)=[CH:45][CH:46]=2)[C:41]1=[O:69])[C:36]([O:38]C)=[O:37]. No catalyst specified. The product is [CH3:33][CH:34]([CH3:70])[C@H:35]([N:40]1[CH2:48][C:47]2[C:42](=[CH:43][C:44]([C:49]3[CH:50]=[CH:51][C:52]([NH:55][C:56]([C:58]4[S:59][CH:60]=[C:61]([C:63]5[CH:64]=[CH:65][CH:66]=[CH:67][CH:68]=5)[N:62]=4)=[O:57])=[CH:53][CH:54]=3)=[CH:45][CH:46]=2)[C:41]1=[O:69])[C:36]([OH:38])=[O:37]. The yield is 0.820. (3) The reactants are [NH2:1][C:2]1[C:12]([Cl:13])=[CH:11][C:5]([C:6]([O:8][CH2:9][CH3:10])=[O:7])=[CH:4][C:3]=1[Cl:14].[N:15]([O-])=O.[Na+].[Sn](Cl)Cl. The catalyst is Cl.O. The product is [ClH:13].[Cl:14][C:3]1[CH:4]=[C:5]([CH:11]=[C:12]([Cl:13])[C:2]=1[NH:1][NH2:15])[C:6]([O:8][CH2:9][CH3:10])=[O:7]. The yield is 0.540. (4) The reactants are [CH:1]1([O:7][C:8]([NH:10][C@H:11]([C@@H:15]([OH:17])[CH3:16])[C:12]([OH:14])=O)=[O:9])[CH2:6][CH2:5][CH2:4][CH2:3][CH2:2]1.CCN(CC)CC.CN(C(ON1N=NC2C=CC=CC1=2)=[N+](C)C)C.[B-](F)(F)(F)F. The catalyst is C(Cl)Cl. The product is [CH:1]1([O:7][C:8](=[O:9])[NH:10][C@H:11]2[C:12](=[O:14])[O:17][C@H:15]2[CH3:16])[CH2:2][CH2:3][CH2:4][CH2:5][CH2:6]1. The yield is 0.360. (5) The yield is 0.720. The reactants are [CH2:1]([CH:3]1[CH2:7][C:6](=O)[CH2:5][CH:4]1[C:9]([O:11][CH2:12][CH3:13])=[O:10])[CH3:2].CC(O)=O.[CH2:18]([NH:25][CH2:26][C:27]1[CH:32]=[CH:31][CH:30]=[CH:29][CH:28]=1)[C:19]1[CH:24]=[CH:23][CH:22]=[CH:21][CH:20]=1.C(O[BH-](OC(=O)C)OC(=O)C)(=O)C.[Na+].C([O-])(O)=O.[Na+]. The catalyst is ClCCCl. The product is [CH2:26]([N:25]([CH2:18][C:19]1[CH:24]=[CH:23][CH:22]=[CH:21][CH:20]=1)[CH:6]1[CH2:5][CH:4]([C:9]([O:11][CH2:12][CH3:13])=[O:10])[CH:3]([CH2:1][CH3:2])[CH2:7]1)[C:27]1[CH:32]=[CH:31][CH:30]=[CH:29][CH:28]=1. (6) The reactants are CO[C:3]1[CH:4]=C2C(=C[CH:12]=1)C=NC(C(O)=O)=C2.C[O:17][C:18]([CH:20]1[CH2:29][C:28]2[C:23](=[CH:24][CH:25]=[C:26]([OH:30])[CH:27]=2)[CH2:22][N:21]1C(OC(C)(C)C)=O)=[O:19]. No catalyst specified. The product is [CH:3]([O:30][C:26]1[CH:27]=[C:28]2[C:23](=[CH:24][CH:25]=1)[CH2:22][NH:21][CH:20]([C:18]([OH:17])=[O:19])[CH2:29]2)([CH3:4])[CH3:12]. The yield is 0.0910. (7) The reactants are C(O[C:4](=[O:20])[C:5](=[CH:11][NH:12][C:13]1[CH2:18][CH2:17][CH2:16][C:15](=[O:19])[CH:14]=1)[C:6]([O:8][CH2:9][CH3:10])=[O:7])C.C1(OC2C=CC=CC=2)C=CC=CC=1. The catalyst is CCCCCC. The product is [CH2:9]([O:8][C:6]([C:5]1[C:4](=[O:20])[C:14]2[C:15](=[O:19])[CH2:16][CH2:17][CH2:18][C:13]=2[NH:12][CH:11]=1)=[O:7])[CH3:10]. The yield is 0.720.